The task is: Predict the product of the given reaction.. This data is from Forward reaction prediction with 1.9M reactions from USPTO patents (1976-2016). The product is: [NH2:1][C:2]1[C:11]2[N:10]=[CH:9][C:8]([CH2:12][CH2:13][C:14]3[CH:19]=[CH:18][C:17]([CH2:38][O:41][CH3:42])=[CH:16][C:15]=3[CH3:24])=[CH:7][C:6]=2[C:5]2[CH:25]=[CH:26][C:27]([CH2:29][CH2:30][C:31]([O:33][CH2:34][CH3:35])=[O:32])=[CH:28][C:4]=2[N:3]=1. Given the reactants [NH2:1][C:2]1[C:11]2[N:10]=[CH:9][C:8]([C:12]#[C:13][C:14]3[CH:19]=[CH:18][C:17](OCOC)=[CH:16][C:15]=3[CH3:24])=[CH:7][C:6]=2[C:5]2[CH:25]=[CH:26][C:27]([CH2:29][CH2:30][C:31]([O:33][CH2:34][CH3:35])=[O:32])=[CH:28][C:4]=2[N:3]=1.[H][H].[C:38]([O:41][CH2:42]C)(=O)C.C(O)C, predict the reaction product.